From a dataset of Full USPTO retrosynthesis dataset with 1.9M reactions from patents (1976-2016). Predict the reactants needed to synthesize the given product. (1) Given the product [NH2:1][C:2]1[CH:3]=[C:4]([CH:12]=[CH:13][C:14]=1[CH:15]=[O:16])[O:5][CH2:6][CH2:7][CH2:8][C:9]([NH:62][CH2:61][CH2:60][NH:59][C:51]1[CH:52]=[CH:53][C:54]([N+:56]([O-:58])=[O:57])=[CH:55][C:50]=1[N+:47]([O-:49])=[O:48])=[O:11], predict the reactants needed to synthesize it. The reactants are: [NH2:1][C:2]1[CH:3]=[C:4]([CH:12]=[CH:13][C:14]=1[CH:15]=[O:16])[O:5][CH2:6][CH2:7][CH2:8][C:9]([O-:11])=O.[Li+].CN(C(ON1N=NC2C=CC=CC1=2)=[N+](C)C)C.F[P-](F)(F)(F)(F)F.CN(C=O)C.[N+:47]([C:50]1[CH:55]=[C:54]([N+:56]([O-:58])=[O:57])[CH:53]=[CH:52][C:51]=1[NH:59][CH2:60][CH2:61][NH2:62])([O-:49])=[O:48]. (2) Given the product [F:29][C:30]([F:35])([F:34])[CH2:31][CH2:32][NH:33][CH2:2][C:3]1[N:4]([CH3:28])[C:5]2[C:10]([N:11]=1)=[C:9]([N:12]1[CH2:17][CH2:16][O:15][CH2:14][CH2:13]1)[N:8]=[C:7]([N:18]1[C:22]3[CH:23]=[CH:24][CH:25]=[CH:26][C:21]=3[N:20]=[C:19]1[CH3:27])[N:6]=2, predict the reactants needed to synthesize it. The reactants are: Br[CH2:2][C:3]1[N:4]([CH3:28])[C:5]2[C:10]([N:11]=1)=[C:9]([N:12]1[CH2:17][CH2:16][O:15][CH2:14][CH2:13]1)[N:8]=[C:7]([N:18]1[C:22]3[CH:23]=[CH:24][CH:25]=[CH:26][C:21]=3[N:20]=[C:19]1[CH3:27])[N:6]=2.[F:29][C:30]([F:35])([F:34])[CH2:31][CH2:32][NH2:33]. (3) Given the product [Cl:1][C:2]1[CH:3]=[C:4]([C:12]2[O:16][N:15]=[C:14]([C:17]3[CH:25]=[CH:24][CH:23]=[C:22]4[C:18]=3[CH:19]=[N:20][N:21]4[CH2:26][C:27]([CH3:34])([CH3:33])[C:28]([OH:30])=[O:29])[N:13]=2)[CH:5]=[N:6][C:7]=1[O:8][CH:9]([CH3:10])[CH3:11], predict the reactants needed to synthesize it. The reactants are: [Cl:1][C:2]1[CH:3]=[C:4]([C:12]2[O:16][N:15]=[C:14]([C:17]3[CH:25]=[CH:24][CH:23]=[C:22]4[C:18]=3[CH:19]=[N:20][N:21]4[CH2:26][C:27]([CH3:34])([CH3:33])[C:28]([O:30]CC)=[O:29])[N:13]=2)[CH:5]=[N:6][C:7]=1[O:8][CH:9]([CH3:11])[CH3:10].[OH-].[Na+]. (4) Given the product [C:37]([N:19]1[CH2:20][CH2:21][C@@H:17]([CH2:16][N:8]2[C:9]3[CH:14]=[CH:13][N:12]=[CH:11][C:10]=3[N:15]=[C:7]2[C:4]2[CH:5]=[CH:6][C:1]([C:22]3[CH:23]=[CH:24][CH:25]=[CH:26][CH:27]=3)=[CH:2][CH:3]=2)[CH2:18]1)(=[O:39])[CH3:38], predict the reactants needed to synthesize it. The reactants are: [C:1]1([C:22]2[CH:27]=[CH:26][CH:25]=[CH:24][CH:23]=2)[CH:6]=[CH:5][C:4]([C:7]2[N:8]([CH2:16][C@@H:17]3[CH2:21][CH2:20][NH:19][CH2:18]3)[C:9]3[CH:14]=[CH:13][N:12]=[CH:11][C:10]=3[N:15]=2)=[CH:3][CH:2]=1.C(N(C(C)C)CC)(C)C.[C:37](Cl)(=[O:39])[CH3:38]. (5) Given the product [C:30]([N:14]([CH2:15][C:16]1[CH:21]=[C:20]([C:22]([F:25])([F:24])[F:23])[CH:19]=[C:18]([C:26]([F:29])([F:28])[F:27])[CH:17]=1)[CH:10]1[CH2:11][CH2:12][CH2:13][N:7]([C:5]([O:4][CH:1]([CH3:3])[CH3:2])=[O:6])[C:8]2[CH:36]=[C:35]([O:81][CH2:74][C:75]3[CH:80]=[CH:79][CH:78]=[CH:77][CH:76]=3)[CH:34]=[CH:33][C:9]1=2)(=[O:32])[CH3:31], predict the reactants needed to synthesize it. The reactants are: [CH:1]([O:4][C:5]([N:7]1[CH2:13][CH2:12][CH2:11][CH:10]([N:14]([C:30](=[O:32])[CH3:31])[CH2:15][C:16]2[CH:21]=[C:20]([C:22]([F:25])([F:24])[F:23])[CH:19]=[C:18]([C:26]([F:29])([F:28])[F:27])[CH:17]=2)[C:9]2[CH:33]=[CH:34][C:35](Br)=[CH:36][C:8]1=2)=[O:6])([CH3:3])[CH3:2].C(P(C(C)(C)C)C1C=CC=CC=1C1C(C(C)C)=CC(C(C)C)=CC=1C(C)C)(C)(C)C.C(=O)([O-])[O-].[Cs+].[Cs+].[CH2:74]([OH:81])[C:75]1[CH:80]=[CH:79][CH:78]=[CH:77][CH:76]=1. (6) Given the product [Br:22][C:3]1[C:2]([NH:1][S:24]([CH3:23])(=[O:26])=[O:25])=[CH:10][C:9]2[C:5](=[C:6]([C:18]([NH:20][CH3:21])=[O:19])[N:7]([C:11]3[CH:12]=[CH:13][C:14]([F:17])=[CH:15][CH:16]=3)[N:8]=2)[CH:4]=1, predict the reactants needed to synthesize it. The reactants are: [NH2:1][C:2]1[C:3]([Br:22])=[CH:4][C:5]2[C:9]([CH:10]=1)=[N:8][N:7]([C:11]1[CH:16]=[CH:15][C:14]([F:17])=[CH:13][CH:12]=1)[C:6]=2[C:18]([NH:20][CH3:21])=[O:19].[CH3:23][S:24](Cl)(=[O:26])=[O:25]. (7) Given the product [C:1]([O:5][C:6]([N:8]1[CH2:13][CH2:12][CH2:11][CH2:10][CH:9]1[CH2:14][CH2:15][N:16]1[C:25]2[CH:24]=[CH:23][C:22]([Cl:26])=[CH:21][C:20]=2[C:19]2=[N:27][NH:28][C:29]([CH3:30])=[C:18]2[C:17]1=[O:37])=[O:7])([CH3:3])([CH3:4])[CH3:2], predict the reactants needed to synthesize it. The reactants are: [C:1]([O:5][C:6]([N:8]1[CH2:13][CH2:12][CH2:11][CH2:10][CH:9]1[CH2:14][CH2:15][N:16]1[C:25]2[CH:24]=[CH:23][C:22]([Cl:26])=[CH:21][C:20]=2[C:19]2=[N:27][N:28](C3CCCCO3)[C:29]([CH3:30])=[C:18]2[C:17]1=[O:37])=[O:7])([CH3:4])([CH3:3])[CH3:2].Cl.CCN(CC)CC.